Dataset: Catalyst prediction with 721,799 reactions and 888 catalyst types from USPTO. Task: Predict which catalyst facilitates the given reaction. Reactant: [N+:1]([C:4]1[CH:11]=[N:10][CH:9]=[CH:8][C:5]=1[CH:6]=[O:7])([O-:3])=[O:2].[CH2:12](O)[CH2:13][OH:14].C1(C)C=CC(S(O)(=O)=O)=CC=1. Product: [O:7]1[CH2:12][CH2:13][O:14][CH:6]1[C:5]1[CH:8]=[CH:9][N:10]=[CH:11][C:4]=1[N+:1]([O-:3])=[O:2]. The catalyst class is: 11.